The task is: Regression/Classification. Given a drug SMILES string, predict its absorption, distribution, metabolism, or excretion properties. Task type varies by dataset: regression for continuous measurements (e.g., permeability, clearance, half-life) or binary classification for categorical outcomes (e.g., BBB penetration, CYP inhibition). For this dataset (lipophilicity_astrazeneca), we predict Y.. This data is from Experimental lipophilicity measurements (octanol/water distribution) for 4,200 compounds from AstraZeneca. (1) The compound is O=CN(O)C1(CS(=O)(=O)N2CCN(c3ccc(F)cc3)CC2)CCOCC1. The Y is 0.850 logD. (2) The drug is CCn1c2ccccc2c2cc(NC(=O)CN(C)C)ccc21. The Y is 3.20 logD. (3) The drug is CC(=O)OCCn1c(Sc2nc3cccc(Cl)c3s2)nc2c(N)ncnc21. The Y is 3.16 logD. (4) The drug is O=c1cc(-c2ccccc2)oc2ccc(O)cc12. The Y is 3.60 logD. (5) The compound is C[C@@H]1CCCN1CCc1cc2cc(-c3ccc(C#N)cc3)ccc2o1. The Y is 3.51 logD. (6) The molecule is COc1cc2ncnc(Nc3ccc(F)c(Cl)c3)c2cc1OC. The Y is 3.67 logD. (7) The molecule is CNc1cccc(CCOc2ccc(C[C@H](NC(=O)c3c(F)cccc3Cl)C(=O)O)cc2)n1. The Y is -0.420 logD.